Dataset: Full USPTO retrosynthesis dataset with 1.9M reactions from patents (1976-2016). Task: Predict the reactants needed to synthesize the given product. (1) Given the product [CH:28]([CH:5]([NH:6][CH3:7])[C:22]([N:16]1[CH2:21][CH2:20][N:19]([CH:2]([CH:3]2[CH2:8][CH2:7][N:6]([CH3:9])[CH2:5][CH2:4]2)[C:10]2[CH:15]=[CH:14][CH:13]=[CH:12][CH:11]=2)[CH2:18][CH2:17]1)=[O:25])([C:12]1[CH:11]=[CH:10][CH:15]=[CH:14][CH:13]=1)[C:29]1[CH:2]=[CH:3][CH:4]=[CH:31][CH:30]=1.[NH:16]1[CH2:21][CH2:20][NH:19][CH2:18][CH2:17]1, predict the reactants needed to synthesize it. The reactants are: Cl[CH:2]([C:10]1[CH:15]=[CH:14][CH:13]=[CH:12][CH:11]=1)[CH:3]1[CH2:8][CH2:7][N:6]([CH3:9])[CH2:5][CH2:4]1.[NH:16]1[CH2:21][CH2:20][NH:19][CH2:18][CH2:17]1.[C:22]([O-:25])([O-])=O.[K+].[K+].[CH3:28][C:29](=O)[CH2:30][CH3:31]. (2) Given the product [Br:1][C:2]1[CH:7]=[CH:6][CH:5]=[C:4]([S:8]([CH3:9])=[O:15])[CH:3]=1, predict the reactants needed to synthesize it. The reactants are: [Br:1][C:2]1[CH:3]=[C:4]([S:8][CH3:9])[CH:5]=[CH:6][CH:7]=1.ClC1C=C(C=CC=1)C(OO)=[O:15]. (3) Given the product [Cl:7][C:6]1[O:5][C:4]([C:8]([O:10][CH3:11])=[O:9])=[CH:3][C:2]=1[C:17]1[N:13]([CH3:12])[N:14]=[CH:15][CH:16]=1, predict the reactants needed to synthesize it. The reactants are: Br[C:2]1[CH:3]=[C:4]([C:8]([O:10][CH3:11])=[O:9])[O:5][C:6]=1[Cl:7].[CH3:12][N:13]1[C:17](B2OC(C)(C)C(C)(C)O2)=[CH:16][CH:15]=[N:14]1.C(=O)([O-])[O-].[K+].[K+]. (4) Given the product [F:15][CH:16]([F:33])[O:17][C:18]1[CH:23]=[CH:22][C:21]([C:2]2[C:3]([NH2:14])=[N:4][C:5]([N:8]3[CH2:13][CH2:12][O:11][CH2:10][CH2:9]3)=[N:6][CH:7]=2)=[CH:20][CH:19]=1, predict the reactants needed to synthesize it. The reactants are: Br[C:2]1[C:3]([NH2:14])=[N:4][C:5]([N:8]2[CH2:13][CH2:12][O:11][CH2:10][CH2:9]2)=[N:6][CH:7]=1.[F:15][CH:16]([F:33])[O:17][C:18]1[CH:23]=[CH:22][C:21](B2OC(C)(C)C(C)(C)O2)=[CH:20][CH:19]=1.C1(P(C2CCCCC2)C2CCCCC2)CCCCC1.[O-]P([O-])([O-])=O.[K+].[K+].[K+]. (5) Given the product [Cl:1][C:2]1[CH:3]=[C:4]([C:9]2[NH:10][C:11]3[C:16]([C:17]=2[CH:30]([NH2:31])[C:29]2[CH:34]=[CH:35][CH:36]=[C:27]([O:20][C:21]4[CH:22]=[CH:23][CH:24]=[CH:25][CH:26]=4)[CH:28]=2)=[CH:15][CH:14]=[CH:13][CH:12]=3)[CH:5]=[CH:6][C:7]=1[F:8], predict the reactants needed to synthesize it. The reactants are: [Cl:1][C:2]1[CH:3]=[C:4]([C:9]2[N:10](C)[C:11]3[C:16]([CH:17]=2)=[CH:15][CH:14]=[CH:13][CH:12]=3)[CH:5]=[CH:6][C:7]=1[F:8].[Cl-].[O:20]([C:27]1[CH:28]=[C:29]([CH:34]=[CH:35][CH:36]=1)[CH:30]=[N+:31](C)C)[C:21]1[CH:26]=[CH:25][CH:24]=[CH:23][CH:22]=1.O(C1C=C(C=CC=1)C=O)C1C=CC=CC=1.CNC. (6) Given the product [N:16]1[CH:17]=[CH:18][CH:19]=[CH:20][C:15]=1[N:14]1[CH2:2][C:3]2[CH:4]=[C:5]([CH:6]=[O:7])[CH:8]=[CH:9][C:10]=2[O:11][CH2:12][CH2:13]1, predict the reactants needed to synthesize it. The reactants are: Cl[CH2:2][C:3]1[CH:4]=[C:5]([CH:8]=[CH:9][C:10]=1[O:11][CH2:12][CH2:13][NH:14][C:15]1[CH:20]=[CH:19][CH:18]=[CH:17][N:16]=1)[CH:6]=[O:7].[I-].[K+]. (7) Given the product [CH2:17]([N:24]1[CH:28]=[C:27]([C:2]2[C:6]3=[N:7][C:8]([C:11]4[O:12][C:13]([CH3:16])=[N:14][N:15]=4)=[CH:9][CH:10]=[C:5]3[O:4][CH:3]=2)[CH:26]=[N:25]1)[C:18]1[CH:23]=[CH:22][CH:21]=[CH:20][CH:19]=1, predict the reactants needed to synthesize it. The reactants are: Br[C:2]1[C:6]2=[N:7][C:8]([C:11]3[O:12][C:13]([CH3:16])=[N:14][N:15]=3)=[CH:9][CH:10]=[C:5]2[O:4][CH:3]=1.[CH2:17]([N:24]1[CH:28]=[C:27](B2OC(C)(C)C(C)(C)O2)[CH:26]=[N:25]1)[C:18]1[CH:23]=[CH:22][CH:21]=[CH:20][CH:19]=1. (8) Given the product [F:1][C:2]1[CH:3]=[C:4]([C:8]([NH:10][C:11]2[CH:12]=[CH:13][C:14]([S:17]([CH:20]([CH2:25][CH2:26][N:27]3[C:32](=[O:33])[C:31]4[CH:34]=[CH:35][CH:36]=[CH:37][C:30]=4[N:29]=[N:28]3)[C:21]([OH:23])=[O:22])(=[O:19])=[O:18])=[CH:15][CH:16]=2)=[O:9])[CH:5]=[CH:6][CH:7]=1, predict the reactants needed to synthesize it. The reactants are: [F:1][C:2]1[CH:3]=[C:4]([C:8]([NH:10][C:11]2[CH:16]=[CH:15][C:14]([S:17]([CH:20]([CH2:25][CH2:26][N:27]3[C:32](=[O:33])[C:31]4[CH:34]=[CH:35][CH:36]=[CH:37][C:30]=4[N:29]=[N:28]3)[C:21]([O:23]C)=[O:22])(=[O:19])=[O:18])=[CH:13][CH:12]=2)=[O:9])[CH:5]=[CH:6][CH:7]=1.CO.O.[OH-].[Li+]. (9) Given the product [Cl:1][C:2]1[CH:7]=[C:6]([F:8])[CH:5]=[CH:4][C:3]=1[CH2:9][C:10]([NH:15][NH:14][C:13]([O:17][C:18]([CH3:21])([CH3:20])[CH3:19])=[O:16])=[O:11], predict the reactants needed to synthesize it. The reactants are: [Cl:1][C:2]1[CH:7]=[C:6]([F:8])[CH:5]=[CH:4][C:3]=1[CH2:9][C:10](Cl)=[O:11].[C:13]([O:17][C:18]([CH3:21])([CH3:20])[CH3:19])(=[O:16])[NH:14][NH2:15].CCN(C(C)C)C(C)C. (10) Given the product [N:11]1([CH2:10][CH2:9][O:8][C:7]2[CH:6]=[CH:5][C:4]([NH2:1])=[CH:17][CH:16]=2)[CH2:15][CH2:14][CH2:13][CH2:12]1, predict the reactants needed to synthesize it. The reactants are: [N+:1]([C:4]1[CH:17]=[CH:16][C:7]([O:8][CH2:9][CH2:10][N:11]2[CH2:15][CH2:14][CH2:13][CH2:12]2)=[CH:6][CH:5]=1)([O-])=O.